Predict the product of the given reaction. From a dataset of Forward reaction prediction with 1.9M reactions from USPTO patents (1976-2016). (1) Given the reactants [C:1]([C:3]1[CH:29]=[CH:28][C:6]([C:7]([NH:9][C:10]2[C:15]([CH3:16])=[CH:14][C:13]([C:17]([F:26])([C:22]([F:25])([F:24])[F:23])[C:18]([F:21])([F:20])[F:19])=[CH:12][C:11]=2[CH3:27])=[O:8])=[CH:5][C:4]=1[N+:30]([O-])=O)#[N:2].[Sn](Cl)(Cl)(Cl)Cl.Cl.[OH-].[Na+], predict the reaction product. The product is: [NH2:30][C:4]1[CH:5]=[C:6]([CH:28]=[CH:29][C:3]=1[C:1]#[N:2])[C:7]([NH:9][C:10]1[C:15]([CH3:16])=[CH:14][C:13]([C:17]([F:26])([C:22]([F:23])([F:24])[F:25])[C:18]([F:19])([F:20])[F:21])=[CH:12][C:11]=1[CH3:27])=[O:8]. (2) Given the reactants ClC1C=C2C(C(C3C=C(OC)C(OCC4N(C)C5C=CC=CC=5N=4)=CC=3F)O)=CN([Si](C(C)C)(C(C)C)C(C)C)C2=NC=1.C(OC([N:51]1[C:55]2[CH:56]=[CH:57][C:58]([Cl:60])=[CH:59][C:54]=2[N:53]=[C:52]1[CH2:61][O:62][C:63]1[CH:68]=[C:67]([F:69])[C:66]([CH:70](O)[C:71]2[C:79]3[C:74](=[N:75][CH:76]=[CH:77][CH:78]=3)[N:73]([Si](C(C)C)(C(C)C)C(C)C)[CH:72]=2)=[CH:65][C:64]=1[O:91][CH3:92])=O)(C)(C)C, predict the reaction product. The product is: [Cl:60][C:58]1[CH:57]=[CH:56][C:55]2[N:51]=[C:52]([CH2:61][O:62][C:63]3[CH:68]=[C:67]([F:69])[C:66]([CH2:70][C:71]4[C:79]5[C:74](=[N:75][CH:76]=[CH:77][CH:78]=5)[NH:73][CH:72]=4)=[CH:65][C:64]=3[O:91][CH3:92])[NH:53][C:54]=2[CH:59]=1. (3) Given the reactants [NH2:1][C@@H:2]1[CH2:7][CH2:6][CH2:5][N:4]([C:8]([O:10][CH2:11][C:12]2[CH:17]=[CH:16][CH:15]=[CH:14][CH:13]=2)=[O:9])[C@@H:3]1[CH3:18].[H-].[Na+].IC, predict the reaction product. The product is: [CH3:18][C@@H:3]1[C@H:2]([N:1]2[CH2:7][CH2:2][CH2:3][N:4]([CH3:5])[C:8]2=[O:9])[CH2:7][CH2:6][CH2:5][N:4]1[C:8]([O:10][CH2:11][C:12]1[CH:17]=[CH:16][CH:15]=[CH:14][CH:13]=1)=[O:9]. (4) Given the reactants C([O:14][C:15]([C:17]1([O:20]/[N:21]=[C:22](/[C:72]2[N:73]=[C:74]([NH:77]C(OC(C)(C)C)=O)[S:75][CH:76]=2)\[C:23]([NH:25][C@@H:26]2[C:29](=[O:30])[N:28]([S:31]([OH:34])(=[O:33])=[O:32])[C@@H:27]2[CH2:35][N:36]2[N:40]=[C:39]([CH2:41][N:42]([CH3:71])[C:43](=[N:63]C(OC(C)(C)C)=O)[N:44](C(OC(C)(C)C)=O)[CH2:45][CH2:46][CH2:47][NH:48]C(=O)OC(C)(C)C)[CH:38]=[N:37]2)=[O:24])[CH2:19][CH2:18]1)=[O:16])(C1C=CC=CC=1)C1C=CC=CC=1.C(O)(C(F)(F)F)=O, predict the reaction product. The product is: [NH2:48][CH2:47][CH2:46][CH2:45][NH:44][C:43](=[NH:63])[N:42]([CH2:41][C:39]1[CH:38]=[N:37][N:36]([CH2:35][C@@H:27]2[C@H:26]([NH:25][C:23](=[O:24])/[C:22](=[N:21]\[O:20][C:17]3([C:15]([OH:16])=[O:14])[CH2:19][CH2:18]3)/[C:72]3[N:73]=[C:74]([NH2:77])[S:75][CH:76]=3)[C:29](=[O:30])[N:28]2[S:31]([OH:34])(=[O:32])=[O:33])[N:40]=1)[CH3:71]. (5) The product is: [O:17]([CH2:24][CH2:25][N:26]1[CH2:27][CH2:28][C@@H:1]([O:2][C:3](=[O:16])[C:4]([OH:15])([C:5]2[S:6][CH:7]=[CH:8][CH:9]=2)[C:10]2[S:11][CH:12]=[CH:13][CH:14]=2)[CH2:30]1)[C:18]1[CH:23]=[CH:22][CH:21]=[CH:20][CH:19]=1. Given the reactants [CH3:1][O:2][C:3](=[O:16])[C:4]([OH:15])([C:10]1[S:11][CH:12]=[CH:13][CH:14]=1)[C:5]1[S:6][CH:7]=[CH:8][CH:9]=1.[O:17]([CH2:24][CH2:25][N:26]1[CH2:30]C[C@@H:28](O)[CH2:27]1)[C:18]1[CH:23]=[CH:22][CH:21]=[CH:20][CH:19]=1, predict the reaction product. (6) Given the reactants [CH2:1]1[C:10]2[C:5](=[CH:6][C:7]([C:11]([C:13]3[C:18]([CH3:20])([CH3:19])[CH2:17][CH2:16][C:15]([CH3:22])([CH3:21])[CH:14]=3)=[O:12])=[CH:8][CH:9]=2)[CH2:4][CH2:3][NH:2]1.C(N(CC)CC)C.[N:30]([Si](C)(C)C)=[C:31]=[O:32], predict the reaction product. The product is: [CH3:21][C:15]1([CH3:22])[CH2:16][CH2:17][C:18]([CH3:20])([CH3:19])[C:13]([C:11]([C:7]2[CH:6]=[C:5]3[C:10](=[CH:9][CH:8]=2)[CH2:1][N:2]([C:31]([NH2:30])=[O:32])[CH2:3][CH2:4]3)=[O:12])=[CH:14]1. (7) Given the reactants Br[C:2]1[CH:3]=[C:4]([C:9]([OH:11])=O)[CH:5]=[N:6][C:7]=1Cl.[OH:12][CH2:13][CH:14]1[CH2:16][CH2:15]1.[F:17][C:18]([F:30])([F:29])[O:19][C:20]1[CH:25]=[CH:24][C:23](B(O)O)=[CH:22][CH:21]=1.Cl.[NH2:32][C@@H:33]1[CH2:38][CH2:37][CH2:36][CH2:35][C@H:34]1[OH:39], predict the reaction product. The product is: [CH:14]1([CH2:13][O:12][C:7]2[C:2]([C:23]3[CH:24]=[CH:25][C:20]([O:19][C:18]([F:30])([F:29])[F:17])=[CH:21][CH:22]=3)=[CH:3][C:4]([C:9]([NH:32][C@@H:33]3[CH2:38][CH2:37][CH2:36][CH2:35][C@H:34]3[OH:39])=[O:11])=[CH:5][N:6]=2)[CH2:16][CH2:15]1. (8) Given the reactants [O:1]1[C@H:10]2[C:5](=[CH:6][CH2:7][CH2:8][C@H:9]2[CH2:11][OH:12])[CH2:4][CH2:3][CH2:2]1.CN(C=O)C.N1C=CN=C1.[C:23]([Si:27](Cl)([C:34]1[CH:39]=[CH:38][CH:37]=[CH:36][CH:35]=1)[C:28]1[CH:33]=[CH:32][CH:31]=[CH:30][CH:29]=1)([CH3:26])([CH3:25])[CH3:24], predict the reaction product. The product is: [C:23]([Si:27]([O:12][CH2:11][C@H:9]1[C@@H:10]2[C:5]([CH2:4][CH2:3][CH2:2][O:1]2)=[CH:6][CH2:7][CH2:8]1)([C:34]1[CH:39]=[CH:38][CH:37]=[CH:36][CH:35]=1)[C:28]1[CH:29]=[CH:30][CH:31]=[CH:32][CH:33]=1)([CH3:26])([CH3:24])[CH3:25].